The task is: Binary Classification. Given a drug SMILES string, predict its activity (active/inactive) in a high-throughput screening assay against a specified biological target.. This data is from Choline transporter screen with 302,306 compounds. The drug is O=C(NCCN1CCCC1)c1ccc(OC)cc1. The result is 0 (inactive).